This data is from Full USPTO retrosynthesis dataset with 1.9M reactions from patents (1976-2016). The task is: Predict the reactants needed to synthesize the given product. (1) Given the product [OH:7][CH:3]1[CH2:4][N:5]([C:11]([O:12][CH2:13][C:14]2[CH:19]=[CH:18][CH:17]=[CH:16][CH:15]=2)=[O:20])[CH2:6][C:2]1([CH3:8])[CH3:1], predict the reactants needed to synthesize it. The reactants are: [CH3:1][C:2]1([CH3:8])[CH2:6][NH:5][CH2:4][CH:3]1[OH:7].[OH-].[Na+].[C:11](Cl)(=[O:20])[O:12][CH2:13][C:14]1[CH:19]=[CH:18][CH:17]=[CH:16][CH:15]=1. (2) The reactants are: Cl[C:2]1[N:7]=[CH:6][C:5]([CH2:8][C:9]2[CH:10]=[C:11]3[C:16](=[C:17]4[CH:22]=[CH:21][CH:20]=[CH:19][C:18]=24)[N:15]=[CH:14][N:13]([C@@H:23]2[CH2:28][CH2:27][CH2:26][CH2:25][C@H:24]2[OH:29])[C:12]3=[O:30])=[CH:4][CH:3]=1.C(=O)([O-])[O-].[Cs+].[Cs+].[CH3:37][N:38]1[CH:42]=[C:41](B2OC(C)(C)C(C)(C)O2)[CH:40]=[N:39]1. Given the product [OH:29][C@@H:24]1[CH2:25][CH2:26][CH2:27][CH2:28][C@H:23]1[N:13]1[C:12](=[O:30])[C:11]2[C:16](=[C:17]3[CH:22]=[CH:21][CH:20]=[CH:19][C:18]3=[C:9]([CH2:8][C:5]3[CH:6]=[N:7][C:2]([C:41]4[CH:40]=[N:39][N:38]([CH3:37])[CH:42]=4)=[CH:3][CH:4]=3)[CH:10]=2)[N:15]=[CH:14]1, predict the reactants needed to synthesize it.